This data is from Forward reaction prediction with 1.9M reactions from USPTO patents (1976-2016). The task is: Predict the product of the given reaction. (1) The product is: [CH2:2]([C:3]1[C:8]2[CH2:15][C:16]3[C:17](=[CH:18][CH:19]=[CH:20][CH:21]=3)[C:7]=2[CH:6]=[CH:5][CH:4]=1)[CH2:1][CH2:1][CH2:2][CH2:3][CH3:4]. Given the reactants [CH2:1]=[CH:2][C:3]1[CH:8]=[CH:7][CH:6]=[CH:5][CH:4]=1.C([C:15]1(CCCCCC)[C:20]2[CH:21]=[C:16]([CH:15]=C)[CH:17]=[CH:18][C:19]=2[C:21]2[C:16]1=[CH:17][C:18](C=C)=[CH:19][CH:20]=2)CCCCC, predict the reaction product. (2) Given the reactants C1CCN2C(=NCCC2)CC1.[CH:12]1([CH:15]=[O:16])[CH2:14][CH2:13]1.[N:17]([C:19]1[CH:24]=[CH:23][CH:22]=[CH:21][CH:20]=1)=[O:18], predict the reaction product. The product is: [OH:18][N:17]([C:19]1[CH:24]=[CH:23][CH:22]=[CH:21][CH:20]=1)[C:15]([CH:12]1[CH2:14][CH2:13]1)=[O:16]. (3) Given the reactants [CH3:1][O:2][C:3]1[CH:4]=[C:5]([OH:11])[CH:6]=[CH:7][C:8]=1[O:9][CH3:10].[O:12]1[CH:17]=[CH:16][CH2:15][CH2:14][CH2:13]1, predict the reaction product. The product is: [CH3:1][O:2][C:3]1[CH:4]=[C:5]([CH:6]=[CH:7][C:8]=1[O:9][CH3:10])[O:11][CH:13]1[CH2:14][CH2:15][CH2:16][CH2:17][O:12]1. (4) Given the reactants [CH2:1]([O:3][C:4]([C:6]1[C:15]2[C:10](=[CH:11][CH:12]=[CH:13][CH:14]=2)[CH:9]=[C:8]([NH2:16])[CH:7]=1)=[O:5])[CH3:2].[N:17]([O-])=O.[Na+].O.O.[Cl:23][Sn]Cl, predict the reaction product. The product is: [ClH:23].[NH:16]([C:8]1[CH:7]=[C:6]([C:4]([O:3][CH2:1][CH3:2])=[O:5])[C:15]2[C:10]([CH:9]=1)=[CH:11][CH:12]=[CH:13][CH:14]=2)[NH2:17]. (5) The product is: [F:1][C:2]1[CH:3]=[CH:4][C:5]([O:22][CH3:23])=[C:6]([CH2:8][CH2:9][NH:10][CH2:11][C:12]2[CH:13]=[CH:14][C:15]([C:16]([O:18][CH3:19])=[O:17])=[CH:20][CH:21]=2)[CH:7]=1. Given the reactants [F:1][C:2]1[CH:3]=[CH:4][C:5]([O:22][CH3:23])=[C:6]([CH2:8][CH2:9][N:10]=[CH:11][C:12]2[CH:21]=[CH:20][C:15]([C:16]([O:18][CH3:19])=[O:17])=[CH:14][CH:13]=2)[CH:7]=1.[BH4-].[Na+].O, predict the reaction product. (6) Given the reactants [Br:1][C:2]1[CH:10]=[C:9]2[C:5]([CH2:6][C:7](=[O:11])[NH:8]2)=[CH:4][CH:3]=1.[CH:12](NC(C)C)(C)[CH3:13].[Li]CCCC.BrCCBr, predict the reaction product. The product is: [Br:1][C:2]1[CH:10]=[C:9]2[C:5]([C:6]3([CH2:13][CH2:12]3)[C:7](=[O:11])[NH:8]2)=[CH:4][CH:3]=1. (7) Given the reactants C1(P(C2C=CC=CC=2)C2C=CC=CC=2)C=CC=CC=1.BrN1C(=O)CCC1=O.[Cl:28][C:29]1[CH:30]=[C:31]([CH:41]([CH2:45][CH:46]2[CH2:50][CH2:49][CH2:48][CH2:47]2)[C:42]([OH:44])=O)[CH:32]=[CH:33][C:34]=1[N:35]1[C:39]([CH3:40])=[N:38][N:37]=[N:36]1.[NH2:51][C:52]1[CH:57]=[CH:56][C:55]([Br:58])=[CH:54][N:53]=1, predict the reaction product. The product is: [Br:58][C:55]1[CH:56]=[CH:57][C:52]([NH:51][C:42](=[O:44])[CH:41]([C:31]2[CH:32]=[CH:33][C:34]([N:35]3[C:39]([CH3:40])=[N:38][N:37]=[N:36]3)=[C:29]([Cl:28])[CH:30]=2)[CH2:45][CH:46]2[CH2:47][CH2:48][CH2:49][CH2:50]2)=[N:53][CH:54]=1. (8) The product is: [C:6](=[O:19])([O:16][CH2:17][CH3:18])[O:7][C@H:8]([N:10]1[C:14]([Br:15])=[N:13][N:12]=[N:11]1)[CH3:9]. Given the reactants P([O-])([O-])([O-])=O.[C:6](=[O:19])([O:16][CH2:17][CH3:18])[O:7][CH:8]([N:10]1[C:14]([Br:15])=[N:13][N:12]=[N:11]1)[CH3:9].[OH-].[Na+], predict the reaction product. (9) Given the reactants [Li]N([Si](C)(C)C)[Si](C)(C)C.CC1C=CC(S([CH2:21][N+:22]#[C-:23])(=O)=O)=CC=1.[C:24]([O:35][CH3:36])(=[O:34])/[CH:25]=[CH:26]/[CH2:27][CH2:28][CH2:29][C:30]([O:32][CH3:33])=[O:31], predict the reaction product. The product is: [CH3:36][O:35][C:24](=[O:34])[CH2:25][CH2:26][CH2:27][C:28]1[C:29]([C:30]([O:32][CH3:33])=[O:31])=[CH:21][NH:22][CH:23]=1. (10) Given the reactants [S:1]1[C:5]2=[CH:6][N:7]=[C:8](N)[CH:9]=[C:4]2[CH:3]=[CH:2]1.[FH:11].N1C=CC=CC=1.N([O-])=O.[Na+].[NH4+].[OH-], predict the reaction product. The product is: [F:11][C:8]1[CH:9]=[C:4]2[CH:3]=[CH:2][S:1][C:5]2=[CH:6][N:7]=1.